From a dataset of Peptide-MHC class II binding affinity with 134,281 pairs from IEDB. Regression. Given a peptide amino acid sequence and an MHC pseudo amino acid sequence, predict their binding affinity value. This is MHC class II binding data. (1) The peptide sequence is LAKYKANWIEIMRIK. The MHC is HLA-DPA10103-DPB10401 with pseudo-sequence HLA-DPA10103-DPB10401. The binding affinity (normalized) is 0.400. (2) The peptide sequence is EITGIMKDLDEPGHL. The MHC is HLA-DQA10102-DQB10502 with pseudo-sequence HLA-DQA10102-DQB10502. The binding affinity (normalized) is 0.362.